From a dataset of TCR-epitope binding with 47,182 pairs between 192 epitopes and 23,139 TCRs. Binary Classification. Given a T-cell receptor sequence (or CDR3 region) and an epitope sequence, predict whether binding occurs between them. (1) The epitope is FQPTNGVGY. The TCR CDR3 sequence is CASSDRASGVGEQFF. Result: 0 (the TCR does not bind to the epitope). (2) The epitope is ITEEVGHTDLMAAY. The TCR CDR3 sequence is CASSLELEGRFHGYTF. Result: 0 (the TCR does not bind to the epitope).